Regression/Classification. Given a drug SMILES string, predict its toxicity properties. Task type varies by dataset: regression for continuous values (e.g., LD50, hERG inhibition percentage) or binary classification for toxic/non-toxic outcomes (e.g., AMES mutagenicity, cardiotoxicity, hepatotoxicity). Dataset: ames. From a dataset of Ames mutagenicity test results for genotoxicity prediction. (1) The compound is O=C(NCc1ccccc1)C1CO1. The result is 1 (mutagenic). (2) The drug is C[C@H](CS)[C@@H]1CC[C@@H](C)[C@H](S)C1. The result is 0 (non-mutagenic). (3) The compound is Nc1ccc(-c2ccc(N)c([N+](=O)[O-])c2)cc1[N+](=O)[O-]. The result is 1 (mutagenic).